From a dataset of Full USPTO retrosynthesis dataset with 1.9M reactions from patents (1976-2016). Predict the reactants needed to synthesize the given product. (1) The reactants are: [NH2:1][C:2]1[C:11](F)=[C:10]([Cl:13])[C:9]([I:14])=[CH:8][C:3]=1[C:4]([O:6]C)=O.N1C=CC=C[CH:16]=1.[C:21](Cl)(=[O:23])[CH3:22]. Given the product [C:4]([C:3]1[CH:8]=[C:9]([I:14])[C:10]([Cl:13])=[CH:11][C:2]=1[NH:1][C:21](=[O:23])[CH3:22])(=[O:6])[CH3:16], predict the reactants needed to synthesize it. (2) Given the product [C:1]([O:5][C:6]([N:8]1[CH2:9][C:10]([C:12]2[CH:17]=[CH:16][C:15]([C:18]3[O:44][C:39]([C:33]4[CH:34]=[C:35]([Cl:38])[C:36]([F:37])=[C:31]([Cl:30])[CH:32]=4)([C:40]([F:43])([F:42])[F:41])[O:20][N:19]=3)=[CH:14][CH:13]=2)([F:21])[CH2:11]1)=[O:7])([CH3:4])([CH3:2])[CH3:3], predict the reactants needed to synthesize it. The reactants are: [C:1]([O:5][C:6]([N:8]1[CH2:11][C:10]([F:21])([C:12]2[CH:17]=[CH:16][C:15]([CH:18]=[N:19][OH:20])=[CH:14][CH:13]=2)[CH2:9]1)=[O:7])([CH3:4])([CH3:3])[CH3:2].ClN1C(=O)CCC1=O.[Cl:30][C:31]1[CH:32]=[C:33]([C:39](=[O:44])[C:40]([F:43])([F:42])[F:41])[CH:34]=[C:35]([Cl:38])[C:36]=1[F:37].C(=O)(O)[O-].[Na+].